This data is from Forward reaction prediction with 1.9M reactions from USPTO patents (1976-2016). The task is: Predict the product of the given reaction. (1) Given the reactants [O:1]=[CH:2][C:3]1[CH:11]=[CH:10][C:8]([OH:9])=[C:5]([O:6][CH3:7])[CH:4]=1.[C:12]1(B(O)O)[CH:17]=[CH:16][CH:15]=[CH:14][CH:13]=1.C(N(CC)CC)C, predict the reaction product. The product is: [CH3:7][O:6][C:5]1[CH:4]=[C:3]([CH:11]=[CH:10][C:8]=1[O:9][C:12]1[CH:17]=[CH:16][CH:15]=[CH:14][CH:13]=1)[CH:2]=[O:1]. (2) Given the reactants [CH2:1]([N:3]1[C:9](=[O:10])[C:8]([CH3:12])([CH3:11])[C:7](=[O:13])[N:6]([CH3:14])[C:5]2[CH:15]=[C:16]([O:19]CC3C=CC=CC=3)[CH:17]=[CH:18][C:4]1=2)[CH3:2], predict the reaction product. The product is: [CH2:1]([N:3]1[C:9](=[O:10])[C:8]([CH3:12])([CH3:11])[C:7](=[O:13])[N:6]([CH3:14])[C:5]2[CH:15]=[C:16]([OH:19])[CH:17]=[CH:18][C:4]1=2)[CH3:2]. (3) Given the reactants [CH3:1][N:2]1[CH2:15][CH2:14][C:5]2[NH:6][C:7]3[CH:8]=[CH:9][C:10]([CH3:13])=[CH:11][C:12]=3[C:4]=2[CH2:3]1.N1CCC[C@H]1C(O)=O.P([O-])([O-])([O-])=O.[K+].[K+].[K+].Br[CH:33]=[C:34]([C:36]1[CH:41]=[CH:40][C:39]([F:42])=[C:38]([F:43])[CH:37]=1)[CH3:35], predict the reaction product. The product is: [F:43][C:38]1[CH:37]=[C:36](/[C:34](/[CH3:35])=[CH:33]/[N:6]2[C:7]3[CH:8]=[CH:9][C:10]([CH3:13])=[CH:11][C:12]=3[C:4]3[CH2:3][N:2]([CH3:1])[CH2:15][CH2:14][C:5]2=3)[CH:41]=[CH:40][C:39]=1[F:42].